This data is from Peptide-MHC class II binding affinity with 134,281 pairs from IEDB. The task is: Regression. Given a peptide amino acid sequence and an MHC pseudo amino acid sequence, predict their binding affinity value. This is MHC class II binding data. (1) The peptide sequence is TYYVHENKNATWCLE. The MHC is DRB1_0101 with pseudo-sequence DRB1_0101. The binding affinity (normalized) is 0.421. (2) The peptide sequence is FQEFMIVPSGAPSFT. The MHC is HLA-DPA10301-DPB10402 with pseudo-sequence HLA-DPA10301-DPB10402. The binding affinity (normalized) is 0.288. (3) The peptide sequence is MAVYTLITAAIIHRE. The MHC is DRB1_1101 with pseudo-sequence DRB1_1101. The binding affinity (normalized) is 0.351. (4) The peptide sequence is GSLKPNCGNKVVVSY. The MHC is HLA-DQA10102-DQB10602 with pseudo-sequence HLA-DQA10102-DQB10602. The binding affinity (normalized) is 0.436. (5) The peptide sequence is KFIPALEAAVKQAYAATVAT. The MHC is DRB1_1501 with pseudo-sequence DRB1_1501. The binding affinity (normalized) is 0.714.